Task: Binary Classification. Given a miRNA mature sequence and a target amino acid sequence, predict their likelihood of interaction.. Dataset: Experimentally validated miRNA-target interactions with 360,000+ pairs, plus equal number of negative samples The miRNA is cel-miR-269 with sequence GGCAAGACUCUGGCAAAACU. The protein sequence of the target gene is MEPAGPAPGRLGPLLLCLLLSASCFCTGATGKELKVTQPEKSVSVAAGDSTVLNCTLTSLLPVGPIRWYRGVGPSRLLIYSFAGEYVPRIRNVSDTTKRNNMDFSIRISNVTPADAGIYYCVKFQKGSSEPDTEIQSGGGTEVYVLAKPSPPEVSGPADRGIPDQKVNFTCKSHGFSPRNITLKWFKDGQELHPLETTVNPSGKNVSYNISSTVRVVLNSMDVNSKVICEVAHITLDRSPLRGIANLSNFIRVSPTVKVTQQSPTSMNQVNLTCRAERFYPEDLQLIWLENGNVSRNDTP.... Result: 0 (no interaction).